Dataset: Reaction yield outcomes from USPTO patents with 853,638 reactions. Task: Predict the reaction yield, written as a fraction of the theoretical maximum amount of product (1.0 means a 100% yield; for example, 0.34 means a 34% yield). (1) The reactants are [Na].C[CH:3]([CH3:9])[CH:4]([CH:7]=O)[C:5]#[N:6].Cl.[NH2:11][C:12]1[S:13][CH:14]=[CH:15]C=1. The catalyst is CO. The product is [S:13]1[C:12]2=[N:11][CH:7]=[C:4]([C:5]#[N:6])[CH:3]=[C:9]2[CH:15]=[CH:14]1. The yield is 0.240. (2) The reactants are [CH3:1][CH:2]([CH3:34])[CH2:3][CH2:4][N:5]([CH2:29][CH2:30][CH:31]([CH3:33])[CH3:32])[C:6]([C:8]1[CH:9]=[CH:10][C:11]([N+:26]([O-])=O)=[C:12]([NH:14][CH2:15][CH2:16][CH2:17][NH:18][C:19](=[O:25])[O:20][C:21]([CH3:24])([CH3:23])[CH3:22])[CH:13]=1)=[O:7]. The catalyst is C(OCC)(=O)C.C(O)C.[Pd]. The product is [NH2:26][C:11]1[CH:10]=[CH:9][C:8]([C:6]([N:5]([CH2:29][CH2:30][CH:31]([CH3:33])[CH3:32])[CH2:4][CH2:3][CH:2]([CH3:34])[CH3:1])=[O:7])=[CH:13][C:12]=1[NH:14][CH2:15][CH2:16][CH2:17][NH:18][C:19](=[O:25])[O:20][C:21]([CH3:24])([CH3:23])[CH3:22]. The yield is 0.890. (3) The reactants are [C:1]([OH:8])(=[O:7])[CH2:2][CH2:3][CH2:4][CH2:5][CH3:6].O[N:10]1[C:14](=[O:15])[CH2:13][CH2:12][C:11]1=[O:16].C1CCC(N=C=NC2CCCCC2)CC1. The catalyst is CN(C=O)C. The product is [C:1]([O:8][N:10]1[C:14](=[O:15])[CH2:13][CH2:12][C:11]1=[O:16])(=[O:7])[CH2:2][CH2:3][CH2:4][CH2:5][CH3:6]. The yield is 0.740.